Dataset: Forward reaction prediction with 1.9M reactions from USPTO patents (1976-2016). Task: Predict the product of the given reaction. (1) The product is: [F:1][C:2]1[C:6]2[CH:7]=[C:8]([F:28])[CH:9]=[C:10]([CH2:11][O:12][C:13]3[CH:18]=[CH:17][C:16]([CH2:19][CH2:20][C:21]([OH:23])=[O:22])=[C:15]([CH3:26])[C:14]=3[CH3:27])[C:5]=2[O:4][C:3]=1[CH3:29]. Given the reactants [F:1][C:2]1[C:6]2[CH:7]=[C:8]([F:28])[CH:9]=[C:10]([CH2:11][O:12][C:13]3[CH:18]=[CH:17][C:16]([CH2:19][CH2:20][C:21]([O:23]CC)=[O:22])=[C:15]([CH3:26])[C:14]=3[CH3:27])[C:5]=2[O:4][C:3]=1[CH3:29].O1CCCC1.[OH-].[Li+], predict the reaction product. (2) Given the reactants [CH2:1]([O:3][C:4]1[N:9]=[N:8][C:7]([C:10]2[CH:11]=[C:12]([NH2:17])[CH:13]=[N:14][C:15]=2[CH3:16])=[CH:6][C:5]=1[N:18]1[CH2:23][CH2:22][O:21][CH2:20][CH2:19]1)[CH3:2].Cl.C(N=C=NCCCN(C)C)C.[CH:36]([C:38]1[CH:46]=[CH:45][C:41]([C:42](O)=[O:43])=[CH:40][C:39]=1[C:47]([F:50])([F:49])[F:48])=[O:37], predict the reaction product. The product is: [CH2:1]([O:3][C:4]1[N:9]=[N:8][C:7]([C:10]2[CH:11]=[C:12]([NH:17][C:42](=[O:43])[C:41]3[CH:45]=[CH:46][C:38]([CH:36]=[O:37])=[C:39]([C:47]([F:50])([F:48])[F:49])[CH:40]=3)[CH:13]=[N:14][C:15]=2[CH3:16])=[CH:6][C:5]=1[N:18]1[CH2:19][CH2:20][O:21][CH2:22][CH2:23]1)[CH3:2]. (3) Given the reactants [CH3:1][O:2][C:3]1[CH:4]=[CH:5][C:6]([CH2:10][C:11]2[CH:16]=[CH:15][C:14]([CH2:17][CH2:18][O:19][CH2:20][O:21][CH3:22])=[CH:13][CH:12]=2)=[C:7]([OH:9])[CH:8]=1.[C:23]([O:26][C@@H:27]1[C@@H:39]([O:40][C:41](=[O:43])[CH3:42])[C@H:38]([O:44][C:45](=[O:47])[CH3:46])[C@@H:37]([CH2:48][O:49][C:50](=[O:52])[CH3:51])[O:36][C@@H:28]1OC(=N)C(Cl)(Cl)Cl)(=[O:25])[CH3:24].C(=O)([O-])O.[Na+], predict the reaction product. The product is: [C:23]([O:26][C@@H:27]1[C@@H:39]([O:40][C:41](=[O:43])[CH3:42])[C@H:38]([O:44][C:45](=[O:47])[CH3:46])[C@@H:37]([CH2:48][O:49][C:50](=[O:52])[CH3:51])[O:36][C@H:28]1[O:9][C:7]1[CH:8]=[C:3]([O:2][CH3:1])[CH:4]=[CH:5][C:6]=1[CH2:10][C:11]1[CH:16]=[CH:15][C:14]([CH2:17][CH2:18][O:19][CH2:20][O:21][CH3:22])=[CH:13][CH:12]=1)(=[O:25])[CH3:24]. (4) Given the reactants [Br:1][C:2]1[CH:3]=[N:4][C:5]2[C:10]([CH:11]=1)=[CH:9][C:8]([O:12][CH3:13])=[C:7]([OH:14])[CH:6]=2.C(=O)([O-])[O-].[Cs+].[Cs+].I[CH2:22][CH3:23].[NH4+].[Cl-], predict the reaction product. The product is: [Br:1][C:2]1[CH:3]=[N:4][C:5]2[C:10]([CH:11]=1)=[CH:9][C:8]([O:12][CH3:13])=[C:7]([O:14][CH2:22][CH3:23])[CH:6]=2. (5) Given the reactants [C:1]([CH2:3][NH:4][C:5]([CH:7]1[CH2:12][CH2:11][CH2:10][CH2:9][CH:8]1[NH2:13])=[O:6])#[N:2].C1C=CC2N(O)N=NC=2C=1.[Cl:24][C:25]1[CH:33]=[C:32]2[C:28]([CH:29]=[C:30]([C:34](O)=[O:35])[NH:31]2)=[CH:27][CH:26]=1.CN1CCOCC1.CCN=C=NCCCN(C)C.Cl, predict the reaction product. The product is: [C:1]([CH2:3][NH:4][C:5]([CH:7]1[CH2:12][CH2:11][CH2:10][CH2:9][CH:8]1[NH:13][C:34]([C:30]1[NH:31][C:32]2[C:28]([CH:29]=1)=[CH:27][CH:26]=[C:25]([Cl:24])[CH:33]=2)=[O:35])=[O:6])#[N:2]. (6) The product is: [C:17]([CH:14]1[CH2:15][CH2:16][CH:11]([C:5]2[CH:10]=[CH:9][C:8]([C:20](=[O:22])[CH3:21])=[CH:7][CH:6]=2)[CH2:12][CH2:13]1)(=[O:19])[CH3:18]. Given the reactants [Al+3].[Cl-].[Cl-].[Cl-].[C:5]1([CH:11]2[CH2:16][CH2:15][CH:14]([C:17](=[O:19])[CH3:18])[CH2:13][CH2:12]2)[CH:10]=[CH:9][CH:8]=[CH:7][CH:6]=1.[C:20](Cl)(=[O:22])[CH3:21], predict the reaction product. (7) Given the reactants [CH3:1][O:2][C:3]1[CH:4]=[C:5]2[C:10](=[CH:11][CH:12]=1)[N:9]=[C:8]([NH:13][CH2:14][C:15]([F:18])([F:17])[F:16])[C:7]([CH2:19]O)=[CH:6]2.O=S(Cl)[Cl:23], predict the reaction product. The product is: [ClH:23].[Cl:23][CH2:19][C:7]1[C:8]([NH:13][CH2:14][C:15]([F:18])([F:17])[F:16])=[N:9][C:10]2[C:5]([CH:6]=1)=[CH:4][C:3]([O:2][CH3:1])=[CH:12][CH:11]=2. (8) Given the reactants N1[CH:5]=[CH:4][N:3]=[N:2]1.[H-].[Na+].ClCC1[CH:23]=[CH:22][C:13]([O:14][C:15]2[CH:20]=[CH:19][CH:18]=[C:17]([F:21])[N:16]=2)=[C:12]([O:24][CH3:25])[CH:11]=1.[CH3:26][N:27](C=O)[CH3:28], predict the reaction product. The product is: [F:21][C:17]1[CH:18]=[CH:19][CH:20]=[C:15]([O:14][C:13]2[CH:22]=[CH:23][C:5]([CH2:4][N:3]3[CH:28]=[N:27][CH:26]=[N:2]3)=[CH:11][C:12]=2[O:24][CH3:25])[N:16]=1. (9) Given the reactants ClC1C=CC([C:8]([C:14]2[CH:19]=[CH:18][C:17]([N:20]([CH3:30])[S:21]([C:24]3[CH:29]=[CH:28][CH:27]=[CH:26][CH:25]=3)(=[O:23])=[O:22])=[CH:16][CH:15]=2)([OH:13])[C:9]([F:12])([F:11])[F:10])=CC=1.[F:31][C:32]([F:36])([F:35])[C:33]#[CH:34], predict the reaction product. The product is: [CH3:30][N:20]([C:17]1[CH:18]=[CH:19][C:14]([C:8]([OH:13])([C:9]([F:11])([F:12])[F:10])[C:34]#[C:33][C:32]([F:36])([F:35])[F:31])=[CH:15][CH:16]=1)[S:21]([C:24]1[CH:25]=[CH:26][CH:27]=[CH:28][CH:29]=1)(=[O:23])=[O:22].